This data is from Peptide-MHC class I binding affinity with 185,985 pairs from IEDB/IMGT. The task is: Regression. Given a peptide amino acid sequence and an MHC pseudo amino acid sequence, predict their binding affinity value. This is MHC class I binding data. (1) The peptide sequence is SVFAASKQQM. The MHC is HLA-A02:01 with pseudo-sequence HLA-A02:01. The binding affinity (normalized) is 0. (2) The peptide sequence is KTSTLIFFV. The MHC is HLA-A23:01 with pseudo-sequence HLA-A23:01. The binding affinity (normalized) is 0.157. (3) The peptide sequence is QSKEGKAGY. The MHC is Mamu-A02 with pseudo-sequence Mamu-A02. The binding affinity (normalized) is 0. (4) The peptide sequence is TIPTNIPTL. The MHC is HLA-A03:01 with pseudo-sequence HLA-A03:01. The binding affinity (normalized) is 0.0847. (5) The peptide sequence is TFMIITSTK. The MHC is HLA-B07:02 with pseudo-sequence HLA-B07:02. The binding affinity (normalized) is 0. (6) The peptide sequence is AYPKWKFFL. The MHC is BoLA-AW10 with pseudo-sequence BoLA-AW10. The binding affinity (normalized) is 0.0641. (7) The peptide sequence is ALASCMGLIY. The MHC is HLA-A01:01 with pseudo-sequence HLA-A01:01. The binding affinity (normalized) is 0.362. (8) The peptide sequence is FIYFGKKQY. The MHC is HLA-B15:17 with pseudo-sequence HLA-B15:17. The binding affinity (normalized) is 0.547. (9) The peptide sequence is YMLKDSAPT. The MHC is HLA-B07:02 with pseudo-sequence HLA-B07:02. The binding affinity (normalized) is 0.0847.